Dataset: Full USPTO retrosynthesis dataset with 1.9M reactions from patents (1976-2016). Task: Predict the reactants needed to synthesize the given product. (1) Given the product [C:27]([NH:9][C:5]1[C:6]([NH2:8])=[N:7][C:2]([Cl:1])=[CH:3][CH:4]=1)([CH3:29])([CH3:28])[CH3:26].[Cl:1][C:2]1[N:7]=[C:6]([NH2:8])[C:5]([NH2:9])=[CH:4][CH:3]=1, predict the reactants needed to synthesize it. The reactants are: [Cl:1][C:2]1[N:7]=[C:6]([NH2:8])[C:5]([N+:9]([O-])=O)=[CH:4][CH:3]=1.O.O.Cl[Sn]Cl.[BH4-].[Na+].O.C(OCC)(=O)C.[CH3:26][C:27](O)([CH3:29])[CH3:28]. (2) Given the product [Br:16][C:17]1[CH:25]=[C:24]([C:26]#[C:27][CH:28]([O:30][CH3:31])[CH3:29])[C:20]2[O:21][CH2:22][O:23][C:19]=2[C:18]=1[NH:32][C:34]1[C:43]2[C:38](=[CH:39][C:40]([O:46][CH2:47][CH2:48][CH2:49][Cl:50])=[C:41]([O:44][CH3:45])[CH:42]=2)[N:37]=[CH:36][N:35]=1, predict the reactants needed to synthesize it. The reactants are: C[Si]([N-][Si](C)(C)C)(C)C.[Na+].O1CCCC1.[Br:16][C:17]1[CH:25]=[C:24]([C:26]#[C:27][CH:28]([O:30][CH3:31])[CH3:29])[C:20]2[O:21][CH2:22][O:23][C:19]=2[C:18]=1[NH2:32].Cl[C:34]1[C:43]2[C:38](=[CH:39][C:40]([O:46][CH2:47][CH2:48][CH2:49][Cl:50])=[C:41]([O:44][CH3:45])[CH:42]=2)[N:37]=[CH:36][N:35]=1.[Cl-].[NH4+].CCCC(C)C. (3) Given the product [CH2:1]([O:3][C:4]([C:6]1([C:12]2[CH:13]=[CH:14][C:15]([O:18][CH2:26][CH2:27][CH2:28][Cl:29])=[CH:16][CH:17]=2)[CH:7]=[CH:8][CH:9]=[CH:10][CH2:11]1)=[O:5])[CH3:2], predict the reactants needed to synthesize it. The reactants are: [CH2:1]([O:3][C:4]([C:6]1([C:12]2[CH:17]=[CH:16][C:15]([OH:18])=[CH:14][CH:13]=2)[CH:11]=[CH:10][CH:9]=[CH:8][CH2:7]1)=[O:5])[CH3:2].C(=O)([O-])[O-].[K+].[K+].Br[CH:26](O)[CH2:27][CH2:28][Cl:29].